Dataset: Forward reaction prediction with 1.9M reactions from USPTO patents (1976-2016). Task: Predict the product of the given reaction. Given the reactants [CH2:1]([O:4][C:5](=[O:30])[N:6]([CH2:16][CH:17]1[CH2:22][CH2:21][N:20]([C:23]2([CH2:27][C:28]#[N:29])[CH2:26][NH:25][CH2:24]2)[CH2:19][CH2:18]1)[C@@H:7]1[CH2:9][C@H:8]1[C:10]1[CH:15]=[CH:14][CH:13]=[CH:12][CH:11]=1)[CH:2]=[CH2:3].F[C:32]1[N:39]=[CH:38][CH:37]=[CH:36][C:33]=1[C:34]#[N:35].CCN(C(C)C)C(C)C, predict the reaction product. The product is: [CH2:1]([O:4][C:5](=[O:30])[N:6]([CH2:16][CH:17]1[CH2:22][CH2:21][N:20]([C:23]2([CH2:27][C:28]#[N:29])[CH2:24][N:25]([C:32]3[C:33]([C:34]#[N:35])=[CH:36][CH:37]=[CH:38][N:39]=3)[CH2:26]2)[CH2:19][CH2:18]1)[C@@H:7]1[CH2:9][C@H:8]1[C:10]1[CH:15]=[CH:14][CH:13]=[CH:12][CH:11]=1)[CH:2]=[CH2:3].